Dataset: NCI-60 drug combinations with 297,098 pairs across 59 cell lines. Task: Regression. Given two drug SMILES strings and cell line genomic features, predict the synergy score measuring deviation from expected non-interaction effect. (1) Synergy scores: CSS=0.471, Synergy_ZIP=0.908, Synergy_Bliss=-10.4, Synergy_Loewe=-3.48, Synergy_HSA=-6.42. Drug 2: CCC1(CC2CC(C3=C(CCN(C2)C1)C4=CC=CC=C4N3)(C5=C(C=C6C(=C5)C78CCN9C7C(C=CC9)(C(C(C8N6C)(C(=O)OC)O)OC(=O)C)CC)OC)C(=O)OC)O.OS(=O)(=O)O. Drug 1: CC1=C2C(C(=O)C3(C(CC4C(C3C(C(C2(C)C)(CC1OC(=O)C(C(C5=CC=CC=C5)NC(=O)C6=CC=CC=C6)O)O)OC(=O)C7=CC=CC=C7)(CO4)OC(=O)C)O)C)OC(=O)C. Cell line: MDA-MB-231. (2) Drug 1: C1=NC2=C(N=C(N=C2N1C3C(C(C(O3)CO)O)F)Cl)N. Drug 2: CC1CCC2CC(C(=CC=CC=CC(CC(C(=O)C(C(C(=CC(C(=O)CC(OC(=O)C3CCCCN3C(=O)C(=O)C1(O2)O)C(C)CC4CCC(C(C4)OC)O)C)C)O)OC)C)C)C)OC. Cell line: SN12C. Synergy scores: CSS=16.6, Synergy_ZIP=-2.03, Synergy_Bliss=5.25, Synergy_Loewe=2.59, Synergy_HSA=4.48. (3) Drug 1: CC1OCC2C(O1)C(C(C(O2)OC3C4COC(=O)C4C(C5=CC6=C(C=C35)OCO6)C7=CC(=C(C(=C7)OC)O)OC)O)O. Drug 2: C1CCC(C(C1)N)N.C(=O)(C(=O)[O-])[O-].[Pt+4]. Cell line: SR. Synergy scores: CSS=76.9, Synergy_ZIP=-1.01, Synergy_Bliss=-1.26, Synergy_Loewe=-2.66, Synergy_HSA=1.02. (4) Drug 1: COC1=NC(=NC2=C1N=CN2C3C(C(C(O3)CO)O)O)N. Drug 2: CN(CCCl)CCCl.Cl. Cell line: NCI/ADR-RES. Synergy scores: CSS=6.44, Synergy_ZIP=1.27, Synergy_Bliss=-1.59, Synergy_Loewe=-13.3, Synergy_HSA=-5.49.